From a dataset of Catalyst prediction with 721,799 reactions and 888 catalyst types from USPTO. Predict which catalyst facilitates the given reaction. (1) Reactant: [C:1](/[CH:3]=[C:4](\[O-])/[C:5]([O:7][CH2:8][CH3:9])=[O:6])#[N:2].[K+].Cl.[CH2:13]([O:20][C:21]1[CH:22]=[C:23]([NH:27][NH2:28])[CH:24]=[CH:25][CH:26]=1)[C:14]1[CH:19]=[CH:18][CH:17]=[CH:16][CH:15]=1. Product: [NH2:2][C:1]1[N:27]([C:23]2[CH:24]=[CH:25][CH:26]=[C:21]([O:20][CH2:13][C:14]3[CH:19]=[CH:18][CH:17]=[CH:16][CH:15]=3)[CH:22]=2)[N:28]=[C:4]([C:5]([O:7][CH2:8][CH3:9])=[O:6])[CH:3]=1. The catalyst class is: 8. (2) Reactant: C(N(CC)CC)C.[CH:8]([C:10]1[C:18]2[C:13](=[C:14]([CH3:19])[CH:15]=[CH:16][CH:17]=2)[N:12](C(OC(C)(C)C)=O)[CH:11]=1)=[O:9].[CH:27](=[N:34][C:35]1[CH:36]=[C:37]([CH2:43][OH:44])[CH:38]=[C:39]([O:41][CH3:42])[CH:40]=1)[C:28]1[CH:33]=[CH:32][CH:31]=[CH:30][CH:29]=1. The catalyst class is: 433. Product: [OH:44][CH2:43][C:37]1[CH:36]=[C:35]([NH:34][CH:27]([C:28]2[CH:33]=[CH:32][CH:31]=[CH:30][CH:29]=2)[C:8]([C:10]2[C:18]3[C:13](=[C:14]([CH3:19])[CH:15]=[CH:16][CH:17]=3)[NH:12][CH:11]=2)=[O:9])[CH:40]=[C:39]([O:41][CH3:42])[CH:38]=1. (3) Reactant: [F:1][C:2]1[CH:7]=[CH:6][CH:5]=[CH:4][C:3]=1[OH:8].Cl[C:10]1[CH:11]=[CH:12][C:13]([N+:25]([O-:27])=[O:26])=[C:14]([CH2:16][NH:17][C:18](=[O:24])[O:19][C:20]([CH3:23])([CH3:22])[CH3:21])[CH:15]=1.[H-].[Na+]. Product: [C:20]([O:19][C:18](=[O:24])[NH:17][CH2:16][C:14]1[CH:15]=[C:10]([O:8][C:3]2[CH:4]=[CH:5][CH:6]=[CH:7][C:2]=2[F:1])[CH:11]=[CH:12][C:13]=1[N+:25]([O-:27])=[O:26])([CH3:23])([CH3:21])[CH3:22]. The catalyst class is: 9. (4) Reactant: [N-]=[N+]=[N-].[B-:4]1([F:17])([F:16])[N+:12]2=[CH:13][CH:14]=[CH:15][C:11]2=[CH:10][C:9]2[N:5]1[CH:6]=[CH:7][CH:8]=2.[CH3:18][CH2:19][CH2:20][CH2:21][CH2:22][CH2:23][CH2:24][CH2:25][C:26]1[CH:27]=[CH:28][C:29]([CH2:32][CH2:33][C:34]([NH2:39])([CH2:37][OH:38])[CH2:35][OH:36])=[CH:30][CH:31]=1.[ClH:40].N1C=CN=N1.B(F)(F)F.CCOCC. Product: [B-:4]1([F:17])([F:16])[N+:12]2=[CH:13][CH:14]=[CH:15][C:11]2=[CH:10][C:9]2[N:5]1[CH:6]=[CH:7][CH:8]=2.[CH3:18][CH2:19][CH2:20][CH2:21][CH2:22][CH2:23][CH2:24][CH2:25][C:26]1[CH:31]=[CH:30][C:29]([CH2:32][CH2:33][C:34]([NH2:39])([CH2:35][OH:36])[CH2:37][OH:38])=[CH:28][CH:27]=1.[ClH:40]. The catalyst class is: 204. (5) Reactant: [C:1]([OH:7])([C:3]([F:6])([F:5])[F:4])=[O:2].[NH2:8][C@@H:9]1[CH2:14][C@H:13]([NH:15][C:16]([CH3:19])([CH3:18])[CH3:17])[CH2:12][CH2:11][C@@H:10]1[N:20]1[CH2:24][CH2:23][C@H:22]([NH:25][C:26]([C:28]2[CH:33]=[CH:32][N:31]=[C:30]([C:34]([CH3:37])([CH3:36])[CH3:35])[N:29]=2)=[O:27])[C:21]1=[O:38].C(N(CC)CC)C.[C:46](O[C:46](=[O:49])[CH2:47][CH3:48])(=[O:49])[CH2:47][CH3:48]. Product: [C:34]([C:30]1[N:29]=[C:28]([C:26]([NH:25][C@H:22]2[CH2:23][CH2:24][N:20]([C@H:10]3[CH2:11][CH2:12][C@@H:13]([NH:15][C:16]([CH3:19])([CH3:18])[CH3:17])[CH2:14][C@H:9]3[NH:8][C:46](=[O:49])[CH2:47][CH3:48])[C:21]2=[O:38])=[O:27])[CH:33]=[CH:32][N:31]=1)([CH3:37])([CH3:36])[CH3:35].[C:1]([OH:7])([C:3]([F:6])([F:5])[F:4])=[O:2]. The catalyst class is: 2.